From a dataset of Reaction yield outcomes from USPTO patents with 853,638 reactions. Predict the reaction yield, written as a fraction of the theoretical maximum amount of product (1.0 means a 100% yield; for example, 0.34 means a 34% yield). (1) The reactants are [Cl:1][C:2]1[C:3]2[CH2:19][CH2:18][C:17](=[O:20])[NH:16][C:4]=2[N:5]=[C:6](/[CH:8]=C/C2C=CC=CC=2)[N:7]=1.[O:21]1CCOCC1.O. The catalyst is O=[Os](=O)(=O)=O. The product is [Cl:1][C:2]1[C:3]2[CH2:19][CH2:18][C:17](=[O:20])[NH:16][C:4]=2[N:5]=[C:6]([CH:8]=[O:21])[N:7]=1. The yield is 0.440. (2) The reactants are [Li]CCCC.CCCCCC.[F:12][C:13]1[CH:18]=[CH:17][C:16]([F:19])=[CH:15][C:14]=1[O:20][CH3:21].Br/[CH:23]=[CH:24]\[C:25](OCC)=[O:26].CC(C[AlH]CC(C)C)C. The catalyst is C1COCC1.[Cl-].[Zn+2].[Cl-].CC([O-])=O.CC([O-])=O.[Pd+2]. The product is [F:12][C:13]1[C:14]([O:20][CH3:21])=[C:15](/[CH:23]=[CH:24]\[CH2:25][OH:26])[C:16]([F:19])=[CH:17][CH:18]=1. The yield is 0.920. (3) The yield is 0.290. No catalyst specified. The product is [CH3:8][N:9]1[C:18]2[C:13](=[CH:14][CH:15]=[CH:16][CH:17]=2)[CH:12]=[C:11]([C:19]([NH:21][CH2:22][C:23]([OH:25])=[O:24])=[O:20])[C:10]1=[O:30]. The reactants are FC(F)(F)C(O)=O.[CH3:8][N:9]1[C:18]2[C:13](=[CH:14][CH:15]=[CH:16][CH:17]=2)[CH:12]=[C:11]([C:19]([NH:21][CH2:22][C:23]([O:25]C(C)(C)C)=[O:24])=[O:20])[C:10]1=[O:30].